Dataset: Forward reaction prediction with 1.9M reactions from USPTO patents (1976-2016). Task: Predict the product of the given reaction. Given the reactants Cl[C:2]1[N:7]=[C:6]([C:8]2[C:16]3[C:11](=[N:12][CH:13]=[CH:14][CH:15]=3)[N:10]([CH2:17][C:18]3[CH:23]=[CH:22][CH:21]=[CH:20][C:19]=3[F:24])[N:9]=2)[N:5]=[C:4]([NH2:25])[C:3]=1[NH2:26].C([O-])=O.[NH4+], predict the reaction product. The product is: [F:24][C:19]1[CH:20]=[CH:21][CH:22]=[CH:23][C:18]=1[CH2:17][N:10]1[C:11]2=[N:12][CH:13]=[CH:14][CH:15]=[C:16]2[C:8]([C:6]2[N:5]=[C:4]([NH2:25])[C:3]([NH2:26])=[CH:2][N:7]=2)=[N:9]1.